From a dataset of Forward reaction prediction with 1.9M reactions from USPTO patents (1976-2016). Predict the product of the given reaction. Given the reactants [Br:1][C:2]1[CH:3]=[C:4]2[C:9]([Cl:10])=[C:8]([C:11]#[N:12])[CH:7]=[N:6][N:5]2[CH:13]=1.[OH:14]S(O)(=O)=O, predict the reaction product. The product is: [Br:1][C:2]1[CH:3]=[C:4]2[C:9]([Cl:10])=[C:8]([C:11]([NH2:12])=[O:14])[CH:7]=[N:6][N:5]2[CH:13]=1.